Dataset: Peptide-MHC class I binding affinity with 185,985 pairs from IEDB/IMGT. Task: Regression. Given a peptide amino acid sequence and an MHC pseudo amino acid sequence, predict their binding affinity value. This is MHC class I binding data. (1) The peptide sequence is NYITNPANL. The MHC is H-2-Db with pseudo-sequence H-2-Db. The binding affinity (normalized) is 0.0353. (2) The peptide sequence is IRHMWSVVYD. The MHC is Mamu-B17 with pseudo-sequence Mamu-B17. The binding affinity (normalized) is 0.425. (3) The peptide sequence is MARLGKGYM. The binding affinity (normalized) is 0.796. The MHC is Mamu-A02 with pseudo-sequence Mamu-A02. (4) The peptide sequence is YTAVVPLVA. The binding affinity (normalized) is 0.347. The MHC is HLA-B46:01 with pseudo-sequence HLA-B46:01.